Dataset: NCI-60 drug combinations with 297,098 pairs across 59 cell lines. Task: Regression. Given two drug SMILES strings and cell line genomic features, predict the synergy score measuring deviation from expected non-interaction effect. (1) Drug 2: C(CC(=O)O)C(=O)CN.Cl. Cell line: MDA-MB-435. Synergy scores: CSS=14.0, Synergy_ZIP=-1.56, Synergy_Bliss=-3.93, Synergy_Loewe=-7.49, Synergy_HSA=-6.20. Drug 1: CC=C1C(=O)NC(C(=O)OC2CC(=O)NC(C(=O)NC(CSSCCC=C2)C(=O)N1)C(C)C)C(C)C. (2) Drug 1: CS(=O)(=O)C1=CC(=C(C=C1)C(=O)NC2=CC(=C(C=C2)Cl)C3=CC=CC=N3)Cl. Drug 2: CC1=C(C=C(C=C1)C(=O)NC2=CC(=CC(=C2)C(F)(F)F)N3C=C(N=C3)C)NC4=NC=CC(=N4)C5=CN=CC=C5. Cell line: NCIH23. Synergy scores: CSS=1.98, Synergy_ZIP=-0.613, Synergy_Bliss=1.59, Synergy_Loewe=-1.01, Synergy_HSA=-0.624. (3) Drug 1: CC12CCC3C(C1CCC2=O)CC(=C)C4=CC(=O)C=CC34C. Drug 2: N.N.Cl[Pt+2]Cl. Cell line: OVCAR-5. Synergy scores: CSS=45.1, Synergy_ZIP=2.08, Synergy_Bliss=3.66, Synergy_Loewe=3.14, Synergy_HSA=2.79. (4) Drug 1: C1=CC(=C2C(=C1NCCNCCO)C(=O)C3=C(C=CC(=C3C2=O)O)O)NCCNCCO. Drug 2: CCN(CC)CCCC(C)NC1=C2C=C(C=CC2=NC3=C1C=CC(=C3)Cl)OC. Cell line: HOP-62. Synergy scores: CSS=59.5, Synergy_ZIP=0.789, Synergy_Bliss=2.15, Synergy_Loewe=-6.30, Synergy_HSA=6.14. (5) Drug 1: CN(C)N=NC1=C(NC=N1)C(=O)N. Drug 2: C(CC(=O)O)C(=O)CN.Cl. Cell line: UO-31. Synergy scores: CSS=23.4, Synergy_ZIP=1.50, Synergy_Bliss=8.44, Synergy_Loewe=4.89, Synergy_HSA=8.73.